Predict the product of the given reaction. From a dataset of Forward reaction prediction with 1.9M reactions from USPTO patents (1976-2016). (1) Given the reactants [F:1][C:2]([F:13])([F:12])[C:3]1[CH:11]=[CH:10][C:6]([C:7](Cl)=O)=[CH:5][CH:4]=1.Cl[C:15]1[CH:20]=[CH:19][C:18]([C:21]([F:24])([F:23])[F:22])=[CH:17][N:16]=1.ClC1C=C(Cl)C=CC=1C1[C:38]([C:39]2[NH:40][CH:41]=[CH:42][N:43]=2)=[CH:37][N:36]=[C:35]([NH:44][CH2:45][CH2:46][NH:47]C2C=CC([N+]([O-])=O)=CN=2)[N:34]=1, predict the reaction product. The product is: [NH:40]1[CH:41]=[CH:42][N:43]=[C:39]1[C:38]1[C:7]([C:6]2[CH:10]=[CH:11][C:3]([C:2]([F:13])([F:12])[F:1])=[CH:4][CH:5]=2)=[N:34][C:35]([NH:44][CH2:45][CH2:46][NH:47][C:15]2[CH:20]=[CH:19][C:18]([C:21]([F:24])([F:23])[F:22])=[CH:17][N:16]=2)=[N:36][CH:37]=1. (2) Given the reactants Br[C:2]1[C:3]([NH:18][C:19]([NH:21][CH2:22][CH3:23])=[O:20])=[N:4][CH:5]=[C:6](Br)[C:7]=1[C:8]1[S:9][CH:10]=[C:11]([C:13]([F:16])([F:15])[F:14])[N:12]=1.CC1(C)C(C)(C)OB([C:32]2[CH:33]=[N:34][CH:35]=[C:36]([CH:42]=2)[C:37]([O:39]CC)=[O:38])O1.[C:44](=[O:47])([O-])[O-:45].[K+].[K+].[OH-].[Li+], predict the reaction product. The product is: [CH2:22]([NH:21][C:19]([NH:18][C:3]1[C:2]([C:2]2[CH:3]=[N:4][CH:5]=[C:6]([C:44]([OH:45])=[O:47])[CH:7]=2)=[C:7]([C:8]2[S:9][CH:10]=[C:11]([C:13]([F:16])([F:15])[F:14])[N:12]=2)[C:6]([C:32]2[CH:33]=[N:34][CH:35]=[C:36]([C:37]([OH:39])=[O:38])[CH:42]=2)=[CH:5][N:4]=1)=[O:20])[CH3:23]. (3) Given the reactants [CH3:1][O:2][C:3]1[CH:4]=[CH:5][C:6]([C:11]([C:21]2[CH:22]=[CH:23][C:24]([Cl:27])=[CH:25][CH:26]=2)=[CH:12][C:13]([N:15]2[CH2:20][CH2:19][O:18][CH2:17][CH2:16]2)=[O:14])=[CH:7][C:8]=1[O:9][CH3:10].S([O-])([O-])(=O)=[O:29].[NH4+].[NH4+].C1(S(OC)(=O)=O)C2C(=CC=CC=2)C=CC=1.[Na].C=O, predict the reaction product. The product is: [CH3:1][O:2][C:3]1[CH:4]=[CH:5][C:6]([C:11]([C:21]2[CH:22]=[CH:23][C:24]([Cl:27])=[CH:25][CH:26]=2)=[CH:12][C:13]([N:15]2[CH2:16][CH2:17][O:18][CH2:19][CH2:20]2)=[O:14])=[CH:7][C:8]=1[O:9][CH3:10].[OH2:29].